Predict the reaction yield, written as a fraction of the theoretical maximum amount of product (1.0 means a 100% yield; for example, 0.34 means a 34% yield). From a dataset of Reaction yield outcomes from USPTO patents with 853,638 reactions. (1) The yield is 0.500. The product is [F:15][C:9]1[CH:10]=[CH:11][C:12]([F:14])=[CH:13][C:8]=1[C:5]1[N:4]=[C:3]([CH2:2][S:28][C:19]2[N:18]([CH2:16][CH3:17])[C:22]([C:23]3[S:24][CH:25]=[CH:26][CH:27]=3)=[N:21][N:20]=2)[O:7][N:6]=1. The catalyst is CN(C=O)C. The reactants are Cl[CH2:2][C:3]1[O:7][N:6]=[C:5]([C:8]2[CH:13]=[C:12]([F:14])[CH:11]=[CH:10][C:9]=2[F:15])[N:4]=1.[CH2:16]([N:18]1[C:22]([C:23]2[S:24][CH:25]=[CH:26][CH:27]=2)=[N:21][NH:20][C:19]1=[S:28])[CH3:17].C(=O)([O-])[O-].[K+].[K+].C(OCC)(=O)C. (2) The reactants are O=[C:2]1[CH2:6][CH2:5][CH2:4][CH:3]1[C:7]([O:9][CH2:10][CH3:11])=[O:8].[CH3:12][C:13]([CH3:18])([CH3:17])[CH2:14][CH2:15][NH2:16]. The catalyst is C(O)C. The product is [CH2:10]([O:9][C:7]([C:3]1[CH2:4][CH2:5][CH2:6][C:2]=1[NH:16][CH2:15][CH2:14][C:13]([CH3:18])([CH3:17])[CH3:12])=[O:8])[CH3:11]. The yield is 0.890. (3) The reactants are [NH:1]1[CH2:6][CH2:5][O:4][CH2:3][CH2:2]1.Cl.C(N=C=NCCCN(C)C)C.[CH3:19][O:20][C:21]1[C:22](=[O:49])[C:23]([CH3:48])=[C:24]([CH2:30][C:31]2[C:32]([O:40][CH2:41][C:42]3[CH:47]=[CH:46][CH:45]=[CH:44][CH:43]=3)=[C:33]([CH:37]=[CH:38][CH:39]=2)[C:34](O)=[O:35])[C:25](=[O:29])[C:26]=1[O:27][CH3:28]. The catalyst is C(Cl)Cl. The product is [CH3:19][O:20][C:21]1[C:22](=[O:49])[C:23]([CH3:48])=[C:24]([CH2:30][C:31]2[C:32]([O:40][CH2:41][C:42]3[CH:43]=[CH:44][CH:45]=[CH:46][CH:47]=3)=[C:33]([CH:37]=[CH:38][CH:39]=2)[C:34]([N:1]2[CH2:6][CH2:5][O:4][CH2:3][CH2:2]2)=[O:35])[C:25](=[O:29])[C:26]=1[O:27][CH3:28]. The yield is 0.610. (4) The product is [Br:1][C:2]1[C:3]([CH2:8][OH:9])=[N:4][N:5]([CH3:7])[CH:6]=1. The catalyst is C1COCC1. The reactants are [Br:1][C:2]1[C:3]([C:8](OC)=[O:9])=[N:4][N:5]([CH3:7])[CH:6]=1.[Li+].[BH4-].C(O)(=O)C. The yield is 0.920.